Dataset: Forward reaction prediction with 1.9M reactions from USPTO patents (1976-2016). Task: Predict the product of the given reaction. (1) Given the reactants Br[C:2]1[CH:10]=[C:9]2[C:5]([C:6](=[O:12])[C:7](=[O:11])[NH:8]2)=[CH:4][CH:3]=1.[CH3:13][S-:14].[Na+], predict the reaction product. The product is: [CH3:13][S:14][C:2]1[CH:10]=[C:9]2[C:5]([C:6](=[O:12])[C:7](=[O:11])[NH:8]2)=[CH:4][CH:3]=1. (2) Given the reactants [CH2:1]([NH:5][C:6](=[O:39])[C@H:7]([CH:36]([CH3:38])[CH3:37])[CH2:8][C@H:9]([OH:35])[C@@H:10]([N:32]=[N+]=[N-])[CH2:11][C@@H:12]([CH:29]([CH3:31])[CH3:30])[CH:13]([OH:28])[C:14]1[CH:19]=[CH:18][C:17]([O:20][CH3:21])=[C:16]([CH2:22][CH2:23][O:24][CH2:25][O:26][CH3:27])[CH:15]=1)[CH2:2][CH2:3][CH3:4], predict the reaction product. The product is: [CH2:1]([NH:5][C:6](=[O:39])[C@H:7]([CH:36]([CH3:38])[CH3:37])[CH2:8][C@H:9]([OH:35])[C@@H:10]([NH2:32])[CH2:11][C@@H:12]([CH:29]([CH3:30])[CH3:31])[CH:13]([OH:28])[C:14]1[CH:19]=[CH:18][C:17]([O:20][CH3:21])=[C:16]([CH2:22][CH2:23][O:24][CH2:25][O:26][CH3:27])[CH:15]=1)[CH2:2][CH2:3][CH3:4].